Task: Predict the product of the given reaction.. Dataset: Forward reaction prediction with 1.9M reactions from USPTO patents (1976-2016) Given the reactants Cl[C:2]1[C:11]2[C:6](=[CH:7][CH:8]=[CH:9][CH:10]=2)[C:5]([CH2:12][C:13]2[CH:18]=[CH:17][N:16]=[CH:15][CH:14]=2)=[N:4][N:3]=1.[CH2:19]([NH2:26])[C:20]1[CH:25]=[CH:24][CH:23]=[CH:22][CH:21]=1.C(=O)([O-])[O-].[K+].[K+], predict the reaction product. The product is: [CH2:19]([NH:26][C:2]1[C:11]2[C:6](=[CH:7][CH:8]=[CH:9][CH:10]=2)[C:5]([CH2:12][C:13]2[CH:18]=[CH:17][N:16]=[CH:15][CH:14]=2)=[N:4][N:3]=1)[C:20]1[CH:25]=[CH:24][CH:23]=[CH:22][CH:21]=1.